Dataset: Forward reaction prediction with 1.9M reactions from USPTO patents (1976-2016). Task: Predict the product of the given reaction. (1) Given the reactants [N+:1]([C:4]1[CH:9]=[CH:8][C:7]([S:10]([NH:13][C:14]2[CH:19]=[CH:18][CH:17]=[CH:16][C:15]=2C)(=[O:12])=[O:11])=[CH:6][CH:5]=1)([O-:3])=[O:2].N[C:22]1C=CC=C(C)C=1, predict the reaction product. The product is: [N+:1]([C:4]1[CH:5]=[CH:6][C:7]([S:10]([NH:13][C:14]2[CH:19]=[C:18]([CH3:22])[CH:17]=[CH:16][CH:15]=2)(=[O:11])=[O:12])=[CH:8][CH:9]=1)([O-:3])=[O:2]. (2) Given the reactants Br[CH2:2][C:3]1[CH:4]=[C:5]([CH:8]=[CH:9][CH:10]=1)[C:6]#[N:7].[CH:11]([NH2:14])([CH3:13])[CH3:12], predict the reaction product. The product is: [CH:11]([NH:14][CH2:2][C:3]1[CH:4]=[C:5]([CH:8]=[CH:9][CH:10]=1)[C:6]#[N:7])([CH3:13])[CH3:12]. (3) The product is: [Cl:26][C:23]1[N:24]=[CH:25][C:20]([NH2:19])=[C:21]([C:27]2([CH3:28])[O:18][CH:14]([CH3:13])[CH:15]([CH3:16])[O:17]2)[CH:22]=1. Given the reactants O.C1(C)C=CC(S(O)(=O)=O)=CC=1.[CH3:13][CH:14]([OH:18])[CH:15]([OH:17])[CH3:16].[NH2:19][C:20]1[C:21]([C:27](=O)[CH3:28])=[CH:22][C:23]([Cl:26])=[N:24][CH:25]=1, predict the reaction product. (4) Given the reactants [Br:1][C:2]1[C:3]([OH:16])=[C:4]2[C:9](=[CH:10][CH:11]=1)[N:8]([C:12](=[O:14])[CH3:13])[C@@H:7]([CH3:15])[CH2:6][CH2:5]2.Br[CH2:18][CH2:19][CH3:20].CC(C)([O-])C.[K+].O, predict the reaction product. The product is: [Br:1][C:2]1[C:3]([O:16][CH2:18][CH2:19][CH3:20])=[C:4]2[C:9](=[CH:10][CH:11]=1)[N:8]([C:12](=[O:14])[CH3:13])[C@@H:7]([CH3:15])[CH2:6][CH2:5]2. (5) Given the reactants [C:1]([C:3]1[C:4]([N:16]2[CH2:21][CH2:20][CH:19]([C:22](O)=[O:23])[CH2:18][CH2:17]2)=[N:5][C:6]([CH2:14][F:15])=[C:7]([C:9]([O:11][CH2:12][CH3:13])=[O:10])[CH:8]=1)#[N:2].[Cl:25][C:26]1[CH:31]=[CH:30][C:29]([CH2:32][S:33]([NH2:36])(=[O:35])=[O:34])=[CH:28][CH:27]=1, predict the reaction product. The product is: [Cl:25][C:26]1[CH:31]=[CH:30][C:29]([CH2:32][S:33]([NH:36][C:22]([CH:19]2[CH2:18][CH2:17][N:16]([C:4]3[C:3]([C:1]#[N:2])=[CH:8][C:7]([C:9]([O:11][CH2:12][CH3:13])=[O:10])=[C:6]([CH2:14][F:15])[N:5]=3)[CH2:21][CH2:20]2)=[O:23])(=[O:34])=[O:35])=[CH:28][CH:27]=1. (6) The product is: [F:37][CH:2]([F:1])[C:3]1[N:7]([C:8]2[N:9]=[C:10]([N:20]3[CH2:21][CH2:22][N:23]([S:26]([CH2:29][CH2:30][N:42]4[CH2:43][CH2:44][N:39]([CH3:38])[CH2:40][CH2:41]4)(=[O:28])=[O:27])[CH2:24][CH2:25]3)[N:11]=[C:12]([N:14]3[CH2:15][CH2:16][O:17][CH2:18][CH2:19]3)[N:13]=2)[C:6]2[CH:31]=[CH:32][CH:33]=[C:34]([O:35][CH3:36])[C:5]=2[N:4]=1. Given the reactants [F:1][CH:2]([F:37])[C:3]1[N:7]([C:8]2[N:13]=[C:12]([N:14]3[CH2:19][CH2:18][O:17][CH2:16][CH2:15]3)[N:11]=[C:10]([N:20]3[CH2:25][CH2:24][N:23]([S:26]([CH:29]=[CH2:30])(=[O:28])=[O:27])[CH2:22][CH2:21]3)[N:9]=2)[C:6]2[CH:31]=[CH:32][CH:33]=[C:34]([O:35][CH3:36])[C:5]=2[N:4]=1.[CH3:38][N:39]1[CH2:44][CH2:43][NH:42][CH2:41][CH2:40]1.O1CCOCC1, predict the reaction product. (7) Given the reactants FC(F)(F)S([O-])(=O)=O.[CH2:9]([C@H:16]1[C@H:24]([CH3:25])[O:23][C:22](=[O:26])[C@@H:21]([NH3+:27])[CH2:20][O:19][CH2:18][C@@H:17]1[O:28][CH2:29][O:30][CH2:31][C:32]1[CH:37]=[CH:36][CH:35]=[CH:34][CH:33]=1)[C:10]1[CH:15]=[CH:14][CH:13]=[CH:12][CH:11]=1.[OH:38][C:39]1[C:40]([C:47](O)=[O:48])=[N:41][CH:42]=[CH:43][C:44]=1[O:45][CH3:46].C(N(C(C)C)C(C)C)C.C1CN([P+](ON2N=NC3C=CC=CC2=3)(N2CCCC2)N2CCCC2)CC1.F[P-](F)(F)(F)(F)F, predict the reaction product. The product is: [CH2:9]([C@H:16]1[C@H:24]([CH3:25])[O:23][C:22](=[O:26])[C@@H:21]([NH:27][C:47](=[O:48])[C:40]2[C:39]([OH:38])=[C:44]([O:45][CH3:46])[CH:43]=[CH:42][N:41]=2)[CH2:20][O:19][CH2:18][C@@H:17]1[O:28][CH2:29][O:30][CH2:31][C:32]1[CH:33]=[CH:34][CH:35]=[CH:36][CH:37]=1)[C:10]1[CH:11]=[CH:12][CH:13]=[CH:14][CH:15]=1.